This data is from Full USPTO retrosynthesis dataset with 1.9M reactions from patents (1976-2016). The task is: Predict the reactants needed to synthesize the given product. (1) The reactants are: B(Br)(Br)Br.C[O:6][C:7]1[CH:27]=[CH:26][C:10]([CH2:11][N:12]2[C:16]3[CH:17]=[CH:18][C:19]4[N:20]([C:21]([CH3:24])=[N:22][N:23]=4)[C:15]=3[CH:14]=[C:13]2[CH3:25])=[CH:9][CH:8]=1. Given the product [CH3:24][C:21]1[N:20]2[C:15]3[CH:14]=[C:13]([CH3:25])[N:12]([CH2:11][C:10]4[CH:26]=[CH:27][C:7]([OH:6])=[CH:8][CH:9]=4)[C:16]=3[CH:17]=[CH:18][C:19]2=[N:23][N:22]=1, predict the reactants needed to synthesize it. (2) Given the product [CH3:21][O:22][C:8]1[CH:9]=[C:4]([N+:1]([O-:3])=[O:2])[CH:5]=[CH:6][C:7]=1[S:10]([NH:13][C:14]1[CH:19]=[CH:18][CH:17]=[CH:16][C:15]=1[CH3:20])(=[O:12])=[O:11], predict the reactants needed to synthesize it. The reactants are: [N+:1]([C:4]1[CH:9]=[CH:8][C:7]([S:10]([NH:13][C:14]2[CH:19]=[CH:18][CH:17]=[CH:16][C:15]=2[CH3:20])(=[O:12])=[O:11])=[CH:6][CH:5]=1)([O-:3])=[O:2].[CH3:21][O:22]C1C=C([N+]([O-])=O)C=CC=1S(Cl)(=O)=O. (3) Given the product [F:24][C:25]1[CH:30]=[CH:29][C:28]([NH:31][C:32]([N:12]2[CH2:13][CH2:14][CH:9]([C:7](=[O:8])[C:6]3[CH:5]=[CH:4][C:3]([F:2])=[CH:16][CH:15]=3)[CH2:10][CH2:11]2)=[O:33])=[CH:27][CH:26]=1, predict the reactants needed to synthesize it. The reactants are: Cl.[F:2][C:3]1[CH:16]=[CH:15][C:6]([C:7]([CH:9]2[CH2:14][CH2:13][NH:12][CH2:11][CH2:10]2)=[O:8])=[CH:5][CH:4]=1.C(N(CC)CC)C.[F:24][C:25]1[CH:30]=[CH:29][C:28]([N:31]=[C:32]=[O:33])=[CH:27][CH:26]=1. (4) Given the product [O:17]=[C:7]([NH:6][CH2:5][C:4]1[CH:18]=[CH:19][CH:20]=[C:2]([B:21]2[O:25][C:24]([CH3:27])([CH3:26])[C:23]([CH3:29])([CH3:28])[O:22]2)[CH:3]=1)[CH2:8][NH:9][C:10](=[O:16])[O:11][C:12]([CH3:15])([CH3:14])[CH3:13], predict the reactants needed to synthesize it. The reactants are: Br[C:2]1[CH:3]=[C:4]([CH:18]=[CH:19][CH:20]=1)[CH2:5][NH:6][C:7](=[O:17])[CH2:8][NH:9][C:10](=[O:16])[O:11][C:12]([CH3:15])([CH3:14])[CH3:13].[B:21]1([B:21]2[O:25][C:24]([CH3:27])([CH3:26])[C:23]([CH3:29])([CH3:28])[O:22]2)[O:25][C:24]([CH3:27])([CH3:26])[C:23]([CH3:29])([CH3:28])[O:22]1.C([O-])(=O)C.[K+].